From a dataset of Forward reaction prediction with 1.9M reactions from USPTO patents (1976-2016). Predict the product of the given reaction. (1) Given the reactants [Cl:1][C:2]1[CH:18]=[C:17]([F:19])[C:16]([F:20])=[CH:15][C:3]=1[C:4]([NH:6][C:7]1[NH:11][N:10]=[C:9]([C:12]([OH:14])=[O:13])[CH:8]=1)=[O:5].O.O[N:23]1[C:27]2[CH:28]=[CH:29][CH:30]=[CH:31][C:26]=2[N:25]=[N:24]1.CCN=C=NCCCN(C)C.Cl.O, predict the reaction product. The product is: [Cl:1][C:2]1[CH:18]=[C:17]([F:19])[C:16]([F:20])=[CH:15][C:3]=1[C:4]([NH:6][C:7]1[NH:11][N:10]=[C:9]([C:12]([O:14][N:23]2[C:27]3[CH:28]=[CH:29][CH:30]=[CH:31][C:26]=3[N:25]=[N:24]2)=[O:13])[CH:8]=1)=[O:5]. (2) Given the reactants [Br:1][C:2]1[CH:7]=[CH:6][C:5]([C:8]2[N:12]([CH:13]3[CH2:17][CH2:16][O:15][CH2:14]3)[N:11]=[CH:10][C:9]=2[C:18]([NH:20][CH2:21][C:22]2[CH:27]=[CH:26][C:25]([O:28][CH3:29])=[CH:24][C:23]=2[O:30][CH3:31])=[O:19])=[C:4](Cl)[CH:3]=1.O, predict the reaction product. The product is: [Br:1][C:2]1[CH:7]=[CH:6][C:5]2[C:8]3[N:12]([CH:13]4[CH2:17][CH2:16][O:15][CH2:14]4)[N:11]=[CH:10][C:9]=3[C:18](=[O:19])[N:20]([CH2:21][C:22]3[CH:27]=[CH:26][C:25]([O:28][CH3:29])=[CH:24][C:23]=3[O:30][CH3:31])[C:4]=2[CH:3]=1.